Dataset: Full USPTO retrosynthesis dataset with 1.9M reactions from patents (1976-2016). Task: Predict the reactants needed to synthesize the given product. Given the product [C:9]([C:8]([CH3:11])([CH3:12])[C:5]1[CH:6]=[CH:7][C:2]([NH:1][C:20](=[O:21])[C:19]2[CH:23]=[CH:24][C:25]([O:26][CH3:27])=[C:17]([O:16][CH3:15])[CH:18]=2)=[CH:3][C:4]=1[CH:13]=[CH2:14])#[N:10], predict the reactants needed to synthesize it. The reactants are: [NH2:1][C:2]1[CH:7]=[CH:6][C:5]([C:8]([CH3:12])([CH3:11])[C:9]#[N:10])=[C:4]([CH:13]=[CH2:14])[CH:3]=1.[CH3:15][O:16][C:17]1[CH:18]=[C:19]([CH:23]=[CH:24][C:25]=1[O:26][CH3:27])[C:20](Cl)=[O:21].